Dataset: Reaction yield outcomes from USPTO patents with 853,638 reactions. Task: Predict the reaction yield, written as a fraction of the theoretical maximum amount of product (1.0 means a 100% yield; for example, 0.34 means a 34% yield). (1) The reactants are [H][H].C(OC([N:13]1[C:21]2[C:16](=[CH:17][CH:18]=[CH:19][CH:20]=2)[CH2:15][CH:14]1[CH2:22][C:23](=[O:30])[CH2:24][C:25]([O:27][CH2:28][CH3:29])=[O:26])=O)C1C=CC=CC=1.C(OC(N1C[C@H](OC)C[C@H]1CC(=O)CC(OCC)=O)=O)C1C=CC=CC=1. The catalyst is [OH-].[OH-].[Pd+2]. The product is [CH2:28]([O:27][C:25]([CH2:24][C:23](=[O:30])[CH2:22][CH:14]1[CH2:15][C:16]2[C:21](=[CH:20][CH:19]=[CH:18][CH:17]=2)[NH:13]1)=[O:26])[CH3:29]. The yield is 1.00. (2) The reactants are [CH:1]([S:14][CH2:15][C:16]([OH:18])=O)([C:8]1[CH:13]=[CH:12][CH:11]=[CH:10][CH:9]=1)[C:2]1[CH:7]=[CH:6][CH:5]=[CH:4][CH:3]=1.[CH2:19]([NH2:22])[CH2:20][CH3:21]. No catalyst specified. The product is [CH:1]([S:14][CH2:15][C:16]([NH:22][CH2:19][CH2:20][CH3:21])=[O:18])([C:2]1[CH:3]=[CH:4][CH:5]=[CH:6][CH:7]=1)[C:8]1[CH:9]=[CH:10][CH:11]=[CH:12][CH:13]=1. The yield is 0.910. (3) The reactants are [CH3:1][O:2][C:3]1[CH:4]=[C:5]([CH:9]=[CH:10][CH:11]=1)[C:6](Cl)=[O:7].[CH3:12][O:13][C:14]1[CH:19]=[CH:18][CH:17]=[CH:16][C:15]=1[O:20][CH3:21].[Cl-].[Al+3].[Cl-].[Cl-].COC1C=C(C(C2C=CC(OC)=CC=2)=CC#N)C=CC=1OC. The catalyst is C(Cl)Cl. The product is [CH3:12][O:13][C:14]1[CH:19]=[C:18]([C:6]([C:5]2[CH:9]=[CH:10][CH:11]=[C:3]([O:2][CH3:1])[CH:4]=2)=[O:7])[CH:17]=[CH:16][C:15]=1[O:20][CH3:21]. The yield is 1.00. (4) The reactants are [Br:1][C:2]1[CH:3]=[C:4]([CH2:8][C:9]([OH:11])=O)[CH:5]=[N:6][CH:7]=1.[NH:12]1[CH2:17][CH2:16][O:15][CH2:14][CH2:13]1.C(Cl)CCl.ON1C2C=CC=CC=2N=N1. The catalyst is C(Cl)Cl.CC1(C)C(C2C=NC(C)=C([N+]([O-])=O)C=2)=CCNC1. The product is [Br:1][C:2]1[CH:3]=[C:4]([CH2:8][C:9]([N:12]2[CH2:17][CH2:16][O:15][CH2:14][CH2:13]2)=[O:11])[CH:5]=[N:6][CH:7]=1. The yield is 0.950. (5) The reactants are Cl.[Cl:2][C:3]1[C:11]2[C:6](=[CH:7][CH:8]=[C:9]([C:12]3[O:16][N:15]=[C:14]([C:17]4[CH:26]=[CH:25][CH:24]=[C:23]5[C:18]=4[CH2:19][CH2:20][NH:21][CH2:22]5)[N:13]=3)[CH:10]=2)[N:5]([CH:27]([CH3:29])[CH3:28])[N:4]=1.[C:30]([O:34][C:35]([CH3:38])([CH3:37])[CH3:36])(=[O:33])[CH:31]=[CH2:32]. No catalyst specified. The product is [C:35]([O:34][C:30](=[O:33])[CH2:31][CH2:32][N:21]1[CH2:20][CH2:19][C:18]2[C:23](=[CH:24][CH:25]=[CH:26][C:17]=2[C:14]2[N:13]=[C:12]([C:9]3[CH:10]=[C:11]4[C:6](=[CH:7][CH:8]=3)[N:5]([CH:27]([CH3:29])[CH3:28])[N:4]=[C:3]4[Cl:2])[O:16][N:15]=2)[CH2:22]1)([CH3:38])([CH3:37])[CH3:36]. The yield is 0.600. (6) The reactants are [CH:1]1([N:6]2[C:14]3[CH:13]=[C:12]([C:15]4[CH:20]=[CH:19][C:18]([CH:21]=O)=[CH:17][C:16]=4[CH3:23])[CH:11]=[C:10]([C:24]([NH:26][CH2:27][C:28]4[C:29](=[O:36])[NH:30][C:31]([CH3:35])=[CH:32][C:33]=4[CH3:34])=[O:25])[C:9]=3[CH:8]=[N:7]2)[CH2:5][CH2:4][CH2:3][CH2:2]1.[NH:37]1[CH2:42][CH2:41][O:40][CH2:39][CH2:38]1.C(O)(=O)C.[BH3-]C#N.[Na+]. The catalyst is CO. The product is [CH:1]1([N:6]2[C:14]3[CH:13]=[C:12]([C:15]4[CH:20]=[CH:19][C:18]([CH2:21][N:37]5[CH2:42][CH2:41][O:40][CH2:39][CH2:38]5)=[CH:17][C:16]=4[CH3:23])[CH:11]=[C:10]([C:24]([NH:26][CH2:27][C:28]4[C:29](=[O:36])[NH:30][C:31]([CH3:35])=[CH:32][C:33]=4[CH3:34])=[O:25])[C:9]=3[CH:8]=[N:7]2)[CH2:2][CH2:3][CH2:4][CH2:5]1. The yield is 0.340. (7) The reactants are C[O:2][C:3](=[O:36])[CH:4]([CH2:24][CH:25]=[CH:26][CH2:27][P:28]([O:33]CC)([O:30][CH2:31][CH3:32])=[O:29])[CH2:5][C:6]([CH3:23])=[CH:7][CH2:8][C:9]1[C:10]([OH:22])=[C:11]2[C:15](=[C:16]([CH3:20])[C:17]=1[O:18][CH3:19])[CH2:14][O:13][C:12]2=[O:21].[OH-].[Li+]. The catalyst is CO.O. The product is [CH2:31]([O:30][P:28]([CH2:27][CH:26]=[CH:25][CH2:24][CH:4]([CH2:5][C:6]([CH3:23])=[CH:7][CH2:8][C:9]1[C:10]([OH:22])=[C:11]2[C:15](=[C:16]([CH3:20])[C:17]=1[O:18][CH3:19])[CH2:14][O:13][C:12]2=[O:21])[C:3]([OH:36])=[O:2])([OH:33])=[O:29])[CH3:32]. The yield is 0.890. (8) The reactants are CC1C=CC(S(O[CH2:12][C@@H:13]2[CH2:17][O:16][C:15]([CH3:19])([CH3:18])[O:14]2)(=O)=O)=CC=1.[C:20]([C:24]1[NH:25][C:26]2[C:31]([CH:32]=1)=[CH:30][C:29]([N+:33]([O-:35])=[O:34])=[CH:28][CH:27]=2)([CH3:23])([CH3:22])[CH3:21].C([O-])([O-])=O.[Cs+].[Cs+]. The catalyst is CN(C=O)C. The product is [C:20]([C:24]1[N:25]([CH2:12][C@@H:13]2[CH2:17][O:16][C:15]([CH3:18])([CH3:19])[O:14]2)[C:26]2[C:31]([CH:32]=1)=[CH:30][C:29]([N+:33]([O-:35])=[O:34])=[CH:28][CH:27]=2)([CH3:23])([CH3:21])[CH3:22]. The yield is 0.660. (9) The reactants are [Cl:1][C:2]1[C:7]([N:8]=[C:9]=[S:10])=[CH:6][CH:5]=[C:4]([CH3:11])[N:3]=1.[F:12][C:13]1[CH:26]=[CH:25][CH:24]=[C:23]([F:27])[C:14]=1[O:15][C:16]1[CH:21]=[CH:20][N:19]=[C:18]([NH2:22])[CH:17]=1. The catalyst is CN(C=O)C. The product is [ClH:1].[F:12][C:13]1[CH:26]=[CH:25][CH:24]=[C:23]([F:27])[C:14]=1[O:15][C:16]1[CH:21]=[CH:20][N:19]=[C:18]([NH:22][C:9]2[S:10][C:2]3[C:7]([N:8]=2)=[CH:6][CH:5]=[C:4]([CH3:11])[N:3]=3)[CH:17]=1. The yield is 0.519.